Predict which catalyst facilitates the given reaction. From a dataset of Catalyst prediction with 721,799 reactions and 888 catalyst types from USPTO. (1) Reactant: [CH3:1][Si:2](N[Si:2]([CH3:4])([CH3:3])[CH3:1])([CH3:4])[CH3:3].C([Li])CCC.[Cl:15][C:16]1[CH:17]=[C:18]([CH:21]=[CH:22][CH:23]=1)[CH:19]=O.C[Si](Cl)(C)C.[CH2:29]([N:31](CC)CC)[CH3:30].C(Cl)(=[O:38])C. Product: [Cl:15][C:16]1[CH:17]=[C:18]([CH:19]=[N:31][C:29]([O:38][Si:2]([CH3:4])([CH3:3])[CH3:1])=[CH2:30])[CH:21]=[CH:22][CH:23]=1. The catalyst class is: 469. (2) Reactant: [Cl:1][C:2]1[N:3]=[C:4](Cl)[C:5]2[N:10]=[CH:9][S:8][C:6]=2[N:7]=1.[CH3:12][O:13][C:14]1[CH:15]=[C:16]([NH2:26])[CH:17]=[C:18]([N:20]2[CH2:24][CH2:23][CH2:22][C@@H:21]2[CH3:25])[CH:19]=1.CCN(C(C)C)C(C)C. Product: [Cl:1][C:2]1[N:3]=[C:4]([NH:26][C:16]2[CH:17]=[C:18]([N:20]3[CH2:24][CH2:23][CH2:22][C@@H:21]3[CH3:25])[CH:19]=[C:14]([O:13][CH3:12])[CH:15]=2)[C:5]2[N:10]=[CH:9][S:8][C:6]=2[N:7]=1. The catalyst class is: 58. (3) Reactant: [Cl:1][C:2]1[CH:7]=[CH:6][C:5]([N:8]([C@H:12]2[C:21]3[C:16](=[CH:17][CH:18]=[CH:19][CH:20]=3)[N:15]([C:22](=[O:30])[C:23]3[CH:28]=[CH:27][C:26]([OH:29])=[CH:25][CH:24]=3)[C@@H:14]([CH3:31])[CH2:13]2)[C:9](=[O:11])[CH3:10])=[CH:4][CH:3]=1.C([O-])([O-])=O.[K+].[K+].Br[CH2:39][CH2:40][CH2:41][N:42]1[CH:46]=[CH:45][CH:44]=[CH:43]1. Product: [Cl:1][C:2]1[CH:3]=[CH:4][C:5]([N:8]([C@H:12]2[C:21]3[C:16](=[CH:17][CH:18]=[CH:19][CH:20]=3)[N:15]([C:22](=[O:30])[C:23]3[CH:24]=[CH:25][C:26]([O:29][CH2:39][CH2:40][CH2:41][N:42]4[CH:46]=[CH:45][CH:44]=[CH:43]4)=[CH:27][CH:28]=3)[C@@H:14]([CH3:31])[CH2:13]2)[C:9](=[O:11])[CH3:10])=[CH:6][CH:7]=1. The catalyst class is: 3. (4) Reactant: [NH2:1][C:2]1[CH2:7][CH2:6][CH2:5][C:4](=[O:8])[CH:3]=1.[C:9](OC)(=[O:12])[CH2:10][CH3:11].ClCCl. Product: [NH:1]1[C:2]2[CH2:7][CH2:6][CH2:5][C:4](=[O:8])[C:3]=2[CH:11]=[CH:10][C:9]1=[O:12]. The catalyst class is: 5. (5) Reactant: CC(C)([O-])C.[K+].[F:7][C:8]1[CH:13]=[CH:12][C:11]([CH2:14][C:15]#[N:16])=[CH:10][CH:9]=1.Br[CH:18]([C:28]1[C:33]([F:34])=[CH:32][CH:31]=[CH:30][C:29]=1[F:35])[CH2:19][O:20][Si:21]([C:24]([CH3:27])([CH3:26])[CH3:25])([CH3:23])[CH3:22].O. Product: [Si:21]([O:20][CH2:19][CH:18]([C:28]1[C:29]([F:35])=[CH:30][CH:31]=[CH:32][C:33]=1[F:34])[CH:14]([C:11]1[CH:12]=[CH:13][C:8]([F:7])=[CH:9][CH:10]=1)[C:15]#[N:16])([C:24]([CH3:26])([CH3:27])[CH3:25])([CH3:23])[CH3:22]. The catalyst class is: 7.